From a dataset of Forward reaction prediction with 1.9M reactions from USPTO patents (1976-2016). Predict the product of the given reaction. (1) Given the reactants [Cl:1][C:2]1[CH:3]=[C:4]([CH:8]=[CH:9][C:10]=1[C:11](=[O:26])[NH:12][C:13]1[CH:18]=[CH:17][C:16]([Cl:19])=[C:15]([C:20]2[CH:25]=[CH:24][CH:23]=[CH:22][N:21]=2)[CH:14]=1)[C:5](O)=[O:6].[NH2:27][C:28]1[O:29][CH2:30][CH2:31][N:32]=1, predict the reaction product. The product is: [Cl:1][C:2]1[CH:3]=[C:4]([C:5]([NH:27][C:28]2[O:29][CH2:30][CH2:31][N:32]=2)=[O:6])[CH:8]=[CH:9][C:10]=1[C:11]([NH:12][C:13]1[CH:18]=[CH:17][C:16]([Cl:19])=[C:15]([C:20]2[CH:25]=[CH:24][CH:23]=[CH:22][N:21]=2)[CH:14]=1)=[O:26]. (2) Given the reactants [N:1]1([C:20]([O:22][C:23]([CH3:26])([CH3:25])[CH3:24])=[O:21])[CH2:6][CH2:5][C:4]2([C:15]3[C:10](=[CH:11][CH:12]=[CH:13][CH:14]=3)[C:9]([C:16]([O:18]C)=[O:17])=[CH:8][CH2:7]2)[CH2:3][CH2:2]1.[OH-].[Na+].Cl, predict the reaction product. The product is: [C:23]([O:22][C:20]([N:1]1[CH2:6][CH2:5][C:4]2([C:15]3[C:10](=[CH:11][CH:12]=[CH:13][CH:14]=3)[C:9]([C:16]([OH:18])=[O:17])=[CH:8][CH2:7]2)[CH2:3][CH2:2]1)=[O:21])([CH3:26])([CH3:24])[CH3:25]. (3) Given the reactants [C:1]([C:5]1[O:9][N:8]=[C:7]([NH:10][C:11]([NH:13][C:14]2[CH:19]=[CH:18][CH:17]=[C:16]([OH:20])[CH:15]=2)=[O:12])[CH:6]=1)([CH3:4])([CH3:3])[CH3:2].Cl[C:22]1[C:31]2[C:26](=[CH:27][C:28]([O:34][CH2:35][CH2:36][CH2:37][Cl:38])=[C:29]([O:32][CH3:33])[CH:30]=2)[N:25]=[CH:24][N:23]=1.C([O-])([O-])=O.[Cs+].[Cs+], predict the reaction product. The product is: [C:1]([C:5]1[O:9][N:8]=[C:7]([NH:10][C:11]([NH:13][C:14]2[CH:19]=[CH:18][CH:17]=[C:16]([O:20][C:22]3[C:31]4[C:26](=[CH:27][C:28]([O:34][CH2:35][CH2:36][CH2:37][Cl:38])=[C:29]([O:32][CH3:33])[CH:30]=4)[N:25]=[CH:24][N:23]=3)[CH:15]=2)=[O:12])[CH:6]=1)([CH3:4])([CH3:2])[CH3:3]. (4) Given the reactants [CH3:1][C:2]([O:5][C:6]([NH:8][C@H:9]([C:25]([OH:27])=O)[CH2:10][CH2:11][CH2:12][CH2:13][NH:14][C:15]([O:17][CH2:18][C:19]1[CH:24]=[CH:23][CH:22]=[CH:21][CH:20]=1)=[O:16])=[O:7])([CH3:4])[CH3:3].CCN(C(C)C)C(C)C.CN(C(ON1N=NC2C=CC=CC1=2)=[N+](C)C)C.[B-](F)(F)(F)F.C1C=CC2N(O)N=NC=2C=1.[N:69]1[CH:74]=[CH:73][C:72]([N:75]2[CH2:80][CH2:79][NH:78][CH2:77][CH2:76]2)=[CH:71][CH:70]=1, predict the reaction product. The product is: [CH3:4][C:2]([CH3:1])([O:5][C:6]([NH:8][C@H:9]([C:25]([N:78]1[CH2:79][CH2:80][N:75]([C:72]2[CH:73]=[CH:74][N:69]=[CH:70][CH:71]=2)[CH2:76][CH2:77]1)=[O:27])[CH2:10][CH2:11][CH2:12][CH2:13][NH:14][C:15]([O:17][CH2:18][C:19]1[CH:20]=[CH:21][CH:22]=[CH:23][CH:24]=1)=[O:16])=[O:7])[CH3:3]. (5) Given the reactants Br[C:2]1[C:3]([N:22]([CH2:24][CH:25]=[C:26]([CH2:29][CH3:30])[CH2:27][CH3:28])[CH3:23])=[N:4][C:5]([C:9]2[CH:14]=[CH:13][C:12]([O:15][C:16]([F:19])([F:18])[F:17])=[CH:11][C:10]=2[O:20][CH3:21])=[C:6]([Br:8])[N:7]=1.C([O-])([O-])=O.[K+].[K+], predict the reaction product. The product is: [Br:8][C:6]1[N:7]=[C:2]2[C:25]([CH:26]([CH2:29][CH3:30])[CH2:27][CH3:28])=[CH:24][N:22]([CH3:23])[C:3]2=[N:4][C:5]=1[C:9]1[CH:14]=[CH:13][C:12]([O:15][C:16]([F:19])([F:18])[F:17])=[CH:11][C:10]=1[O:20][CH3:21].